From a dataset of Full USPTO retrosynthesis dataset with 1.9M reactions from patents (1976-2016). Predict the reactants needed to synthesize the given product. (1) Given the product [F:25][C:23]1[CH:22]=[CH:21][C:20]([N+:26]([O-:28])=[O:27])=[C:19]([C:9]2[CH2:14][CH2:13][CH:12]([C:15]#[N:16])[CH2:11][CH:10]=2)[CH:24]=1, predict the reactants needed to synthesize it. The reactants are: CC1(C)C(C)(C)OB([C:9]2[CH2:14][CH2:13][CH:12]([C:15]#[N:16])[CH2:11][CH:10]=2)O1.Br[C:19]1[CH:24]=[C:23]([F:25])[CH:22]=[CH:21][C:20]=1[N+:26]([O-:28])=[O:27].C([O-])([O-])=O.[K+].[K+]. (2) Given the product [CH3:3][O:4][C:5](=[O:25])[CH:6]([C:18]1[CH:19]=[CH:20][C:21]([O:24][C:27]2[CH:34]=[CH:33][C:30]([CH:31]=[O:32])=[CH:29][CH:28]=2)=[CH:22][CH:23]=1)[CH2:7][C:8]1[CH:9]=[C:10]([O:16][CH3:17])[CH:11]=[C:12]([O:14][CH3:15])[CH:13]=1, predict the reactants needed to synthesize it. The reactants are: [H-].[Na+].[CH3:3][O:4][C:5](=[O:25])[CH:6]([C:18]1[CH:23]=[CH:22][C:21]([OH:24])=[CH:20][CH:19]=1)[CH2:7][C:8]1[CH:13]=[C:12]([O:14][CH3:15])[CH:11]=[C:10]([O:16][CH3:17])[CH:9]=1.F[C:27]1[CH:34]=[CH:33][C:30]([CH:31]=[O:32])=[CH:29][CH:28]=1.O. (3) Given the product [Cl:1][C:2]1[CH:3]=[C:4]([C:8]2[N:9]=[CH:10][C:11]([CH:14]([OH:15])[CH3:16])=[CH:12][N:13]=2)[CH:5]=[CH:6][CH:7]=1, predict the reactants needed to synthesize it. The reactants are: [Cl:1][C:2]1[CH:3]=[C:4]([C:8]2[N:13]=[CH:12][C:11]([CH:14]=[O:15])=[CH:10][N:9]=2)[CH:5]=[CH:6][CH:7]=1.[CH3:16][Mg]Br. (4) Given the product [F:12][C:11]1[CH:10]=[C:9]2[C:5]([CH2:6][N:7]([C:13]([O:15][C:16]([CH3:17])([CH3:19])[CH3:18])=[O:14])[CH2:8]2)=[C:4]([CH3:20])[C:3]=1[CH2:2][NH:1][C:22]1[C:23]2[C:24](=[N:28][N:29]([CH2:31][C:32]3[CH:33]=[CH:34][C:35]([CH2:38][N:39]4[CH:44]=[CH:43][CH:42]=[CH:41][C:40]4=[O:45])=[CH:36][CH:37]=3)[CH:30]=2)[N:25]=[CH:26][N:27]=1, predict the reactants needed to synthesize it. The reactants are: [NH2:1][CH2:2][C:3]1[C:4]([CH3:20])=[C:5]2[C:9](=[CH:10][C:11]=1[F:12])[CH2:8][N:7]([C:13]([O:15][C:16]([CH3:19])([CH3:18])[CH3:17])=[O:14])[CH2:6]2.Cl[C:22]1[C:23]2[C:24](=[N:28][N:29]([CH2:31][C:32]3[CH:37]=[CH:36][C:35]([CH2:38][N:39]4[CH:44]=[CH:43][CH:42]=[CH:41][C:40]4=[O:45])=[CH:34][CH:33]=3)[CH:30]=2)[N:25]=[CH:26][N:27]=1.CCN(C(C)C)C(C)C. (5) Given the product [F:7][C:8]1[CH:13]=[CH:12][C:11]([N+:14]([O-:16])=[O:15])=[CH:10][C:9]=1[C:2]1[S:3][CH:4]=[CH:5][N:6]=1, predict the reactants needed to synthesize it. The reactants are: Br[C:2]1[S:3][CH:4]=[CH:5][N:6]=1.[F:7][C:8]1[CH:13]=[CH:12][C:11]([N+:14]([O-:16])=[O:15])=[CH:10][C:9]=1B1OC(C)(C)C(C)(C)O1. (6) The reactants are: [CH3:1][C@H:2]1[CH2:6][CH2:5][CH2:4][N:3]1[C:7]([C:9]1[N:17]2[C:12]([CH2:13][O:14][CH2:15][CH2:16]2)=[C:11]([C:18]([OH:20])=O)[CH:10]=1)=[O:8].ON1C2C=CC=CC=2N=N1.Cl.C(N=C=NCCCN(C)C)C.Cl.[Cl:44][C:45]1[CH:46]=[C:47]([C@H:53]([NH2:56])[CH2:54][CH3:55])[CH:48]=[N:49][C:50]=1[O:51][CH3:52].C(N(CC)CC)C. Given the product [Cl:44][C:45]1[CH:46]=[C:47]([C@H:53]([NH:56][C:18]([C:11]2[CH:10]=[C:9]([C:7]([N:3]3[CH2:4][CH2:5][CH2:6][C@@H:2]3[CH3:1])=[O:8])[N:17]3[CH2:16][CH2:15][O:14][CH2:13][C:12]=23)=[O:20])[CH2:54][CH3:55])[CH:48]=[N:49][C:50]=1[O:51][CH3:52], predict the reactants needed to synthesize it. (7) Given the product [O:34]1[C:38]2[CH:39]=[CH:40][C:41]([C:2]3[S:10][C:9]4[C:8](=[O:11])[N:7]([CH:12]5[CH2:13][CH2:14][N:15]([C:18]([O:20][C:21]([CH3:23])([CH3:22])[CH3:24])=[O:19])[CH2:16][CH2:17]5)[C:6](=[O:25])[N:5]([CH2:26][C:27]5[N:28]=[N:29][N:30]([CH2:32][CH3:33])[N:31]=5)[C:4]=4[CH:3]=3)=[CH:42][C:37]=2[O:36][CH2:35]1, predict the reactants needed to synthesize it. The reactants are: Br[C:2]1[S:10][C:9]2[C:8](=[O:11])[N:7]([CH:12]3[CH2:17][CH2:16][N:15]([C:18]([O:20][C:21]([CH3:24])([CH3:23])[CH3:22])=[O:19])[CH2:14][CH2:13]3)[C:6](=[O:25])[N:5]([CH2:26][C:27]3[N:28]=[N:29][N:30]([CH2:32][CH3:33])[N:31]=3)[C:4]=2[CH:3]=1.[O:34]1[C:38]2[CH:39]=[CH:40][C:41](B(O)O)=[CH:42][C:37]=2[O:36][CH2:35]1.C(=O)([O-])[O-].[Cs+].[Cs+].COCCOC.